This data is from Drug-target binding data from BindingDB using IC50 measurements. The task is: Regression. Given a target protein amino acid sequence and a drug SMILES string, predict the binding affinity score between them. We predict pIC50 (pIC50 = -log10(IC50 in M); higher means more potent). Dataset: bindingdb_ic50. (1) The small molecule is Cc1c(-c2ccc(C(N)=O)c3[nH]c(C4=CCN(S(C)(=O)=O)CC4)cc23)cccc1N1CCc2ccccc2C1=O. The target protein sequence is GSWEIDPKDLTFLKELGTGQFGVVKYGKWRGQYDVAIKMIKEGSMSEDEFIEEAKVMMNLSHEKLVQLYGVCTKQRPIFIITEYMANGCLLNYLREMRHRFQTQQLLEMCKDVCEAMEYLESKQFLHRDLAARNCLVNDQGVVKVSDFGLSRYVLDDEYTSSVGSKFPVRWSPPEVLMYSKFSSKSDIWAFGVLMWEIYSLGKMPYERFTNSETAEHIAQGLRLYRPHLASEKVYTIMYSCWHEKADERPTFKILLSNILDVMDEES. The pIC50 is 7.0. (2) The pIC50 is 5.2. The compound is Cc1ccc(-c2c(CN)c(CC(C)C)nc(C)c2C(=O)O)cc1. The target protein (Q9EPB1) has sequence MGLHPCSPVDHGVPSWVLVLLLTLGLCSLQATADSVLDPDFRENYFEQYMDHFNFESFSNKTFGQRFLVSDKFWKMGEGPIFFYTGNEGDIWSLANNSGFIVELAAQQEALLVFAEHRYYGKSLPFGVQSTQRGYTQLLTVEQALADFAVLLQALRHNLGVQDAPTIAFGGSYGGMLSAYMRMKYPHLVAGALAASAPVIAVAGLGNPDQFFRDVTADFYGQSPKCAQAVRDAFQQIKDLFLQGAYDTISQNFGTCQSLSSPKDLTQLFGFARNAFTVLAMMDYPYPTNFLGPLPANPVKVGCERLLSEGQRIMGLRALAGLVYNSSGMEPCFDIYQMYQSCADPTGCGTGSNARAWDYQACTEINLTFDSNNVTDMFPEIPFSDELRQQYCLDTWGVWPRPDWLQTSFWGGDLKAASNIIFSNGDLDPWAGGGIQRNLSTSIIAVTIQGGAHHLDLRASNSEDPPSVVEVRKLEATLIREWVAAARLKQPAEAQWPGPK.... (3) The compound is OCCc1ccccc1Nc1nc(Cl)nc(Cl)n1. The target protein (P11880) has sequence MISVTLSQLTDILNGELQGADITLDAVTTDTRKLTPGCLFVALKGERFDAHDFADQAKAGGAGALLVSRPLDIDLPQLIVKDTRLAFGELAAWVRQQVPARVVALTGSSGKTSVKEMTAAILSQCGNTLYTAGNLNNDIGVPMTLLRLTPEYDYAVIELGANHQGEIAWTVSLTRPEAALVNNLAAAHLEGFGSLAGVAKAKGEIFSGLPENGIAIMNADNNDWLNWQSVIGSRKVWRFSPNAANSDFTATNIHVTSHGTEFTLQTPTGSVDVLLPLPGRHNIANALAAAALSMSVGATLDAIKAGLANLKAVPGRLFPIQLAENQLLLDDSYNANVGSMTAAVQVLAEMPGYRVLVVGDMAELGAESEACHVQVGEAAKAAGIDRVLSVGKQSHAISTASGVGEHFADKTALITRLKLLIAEQQVITILVKGSRSAAMEEVVRALQENGTC. The pIC50 is 3.4. (4) The small molecule is N#CCCN(CCC#N)c1ccc(/C=C2\C(=O)N(c3ccc(S(=O)(=O)O)cc3)N=C2C(=O)O)cc1. The target protein (Q5XJA0) has sequence MSALGESRTRLCDQFAFVSGSDSAVAQCYLAENEWDMERALNSFFEAHMDSVFDEEAEKTEVTGNKRKDDTAEASGTKKKLKTDNADCIDLTAEEPTCSITVNSKENQAENGTAKSEVEDSKLSIISWNVDGLDTLNLADRARGLCSYLALYTPDVVFLQELIPAYVQYLKKRAVSYLFFEGSDDGYFTGIMLRKSRVKFLESEIICFPTTQMMRNLLIAQVTFSGQKLYLMTSHLESCKNQSQERTKQLRVVLQKIKEAPEDAIVIFAGDTNLRDAEVANVGGLPAGVCDVWEQLGKQEHCRYTWDTKANSNKTVPYVSRCRFDRIFLRSAKTAPPVTPDHMALIGMEKLDCGRYTSDHWGIYCTFNT. The pIC50 is 5.3. (5) The compound is CCOc1ccc(-n2c(O)c3c(c2O)C(C=Cc2ccccc2)c2sc(=O)[nH]c2S3)cc1. The target protein (Q9H2X9) has sequence MSRRFTVTSLPPAGPARSPDPESRRHSVADPRHLPGEDVKGDGNPKESSPFINSTDTEKGKEYDGKNMALFEEEMDTSPMVSSLLSGLANYTNLPQGSREHEEAENNEGGKKKPVQAPRMGTFMGVYLPCLQNIFGVILFLRLTWVVGIAGIMESFCMVFICCSCTMLTAISMSAIATNGVVPAGGSYYMISRSLGPEFGGAVGLCFYLGTTFAGAMYILGTIEILLAYLFPAMAIFKAEDASGEAAAMLNNMRVYGTCVLTCMATVVFVGVKYVNKFALVFLGCVILSILAIYAGVIKSAFDPPNFPICLLGNRTLSRHGFDVCAKLAWEGNETVTTRLWGLFCSSRFLNATCDEYFTRNNVTEIQGIPGAASGLIKENLWSSYLTKGVIVERSGMTSVGLADGTPIDMDHPYVFSDMTSYFTLLVGIYFPSVTGIMAGSNRSGDLRDAQKSIPTGTILAIATTSAVYISSVVLFGACIEGVVLRDKFGEAVNGNLVVG.... The pIC50 is 6.5. (6) The small molecule is Cc1ccc(CC(=O)[C@@H](N)Cc2cnc[nH]2)cc1. The target protein (Q8G2R2) has sequence MVTTLRQTDPDFEQKFAAFLSGKREVSEDVDRAVREIVDRVRREGDSALLDYSRRFDRIDLEKTGIAVTEAEIDAAFDAAPASTVEALKLARDRIEKHHARQLPKDDRYTDALGVELGSRWTAIEAVGLYVPGGTASYPSSVLMNAMPAKVAGVDRIVMVVPAPDGNLNPLVLVAARLAGVSEIYRVGGAQAIAALAYGTETIRPVAKIVGPGNAYVAAAKRIVFGTVGIDMIAGPSEVLIVADKDNNPDWIAADLLAQAEHDTAAQSILMTNDEAFAHAVEEAVERQLHTLARTETASASWRDFGAVILVKDFEDAIPLANRIAAEHLEIAVADAEAFVPRIRNAGSIFIGGYTPEVIGDYVGGCNHVLPTARSARFSSGLSVLDYMKRTSLLKLGSEQLRALGPAAIEIARAEGLDAHAQSVAIRLNL. The pIC50 is 7.8. (7) The drug is CC(C)(C)c1ccc(Cn2c(C(=O)O)cc3ccc(Cl)cc32)cc1. The target protein (P51686) has sequence MTPTDFTSPIPNMADDYGSESTSSMEDYVNFNFTDFYCEKNNVRQFASHFLPPLYWLVFIVGALGNSLVILVYWYCTRVKTMTDMFLLNLAIADLLFLVTLPFWAIAAADQWKFQTFMCKVVNSMYKMNFYSCVLLIMCISVDRYIAIAQAMRAHTWREKRLLYSKMVCFTIWVLAAALCIPEILYSQIKEESGIAICTMVYPSDESTKLKSAVLTLKVILGFFLPFVVMACCYTIIIHTLIQAKKSSKHKALKVTITVLTVFVLSQFPYNCILLVQTIDAYAMFISNCAVSTNIDICFQVTQTIAFFHSCLNPVLYVFVGERFRRDLVKTLKNLGCISQAQWVSFTRREGSLKLSSMLLETTSGALSL. The pIC50 is 5.9.